From a dataset of Reaction yield outcomes from USPTO patents with 853,638 reactions. Predict the reaction yield, written as a fraction of the theoretical maximum amount of product (1.0 means a 100% yield; for example, 0.34 means a 34% yield). (1) The reactants are [CH3:1][C:2]1[O:6][N:5]=[C:4]([C:7]([NH:9][C@@H:10]2[C:24](=[O:25])[N:23]3[CH2:26][C@H:27]([O:29]C(=O)C4C=CC([N+]([O-])=O)=CC=4)[CH2:28][C@H:22]3[C:21](=[O:41])[NH:20][C@:19]3([C:43]([O:45][CH2:46][CH3:47])=[O:44])[CH2:42][CH:18]3[CH:17]=[CH:16][CH2:15][CH2:14][CH2:13][CH2:12][CH2:11]2)=[O:8])[CH:3]=1.[Li+].[OH-].Cl. The catalyst is C1COCC1.ClCCl. The product is [OH:29][C@H:27]1[CH2:26][N:23]2[C:24](=[O:25])[C@@H:10]([NH:9][C:7]([C:4]3[CH:3]=[C:2]([CH3:1])[O:6][N:5]=3)=[O:8])[CH2:11][CH2:12][CH2:13][CH2:14][CH2:15][CH:16]=[CH:17][CH:18]3[CH2:42][C@@:19]3([C:43]([O:45][CH2:46][CH3:47])=[O:44])[NH:20][C:21](=[O:41])[C@@H:22]2[CH2:28]1. The yield is 1.00. (2) The reactants are [CH2:1]([O:3][C:4](=[O:28])[C@@H:5]([CH2:12][C:13]1[C:14]([CH2:23][O:24][C:25](=[O:27])[CH3:26])=[C:15]2[C:19](=[C:20](Br)[CH:21]=1)[NH:18][N:17]=[CH:16]2)[CH2:6][C:7]([O:9][CH2:10][CH3:11])=[O:8])[CH3:2].[CH3:29][Sn](C)(C)C. No catalyst specified. The product is [CH2:1]([O:3][C:4](=[O:28])[C@@H:5]([CH2:12][C:13]1[C:14]([CH2:23][O:24][C:25](=[O:27])[CH3:26])=[C:15]2[C:19](=[C:20]([CH3:29])[CH:21]=1)[NH:18][N:17]=[CH:16]2)[CH2:6][C:7]([O:9][CH2:10][CH3:11])=[O:8])[CH3:2]. The yield is 0.680. (3) The reactants are [CH2:1]([O:8][C:9]([NH:11][C:12]1[CH:17]=[CH:16][C:15]([N:18]([CH2:25][CH:26]=[C:27]([CH3:29])[CH3:28])[CH:19]2[CH2:24][CH2:23][NH:22][CH2:21][CH2:20]2)=[CH:14][CH:13]=1)=[O:10])[C:2]1[CH:7]=[CH:6][CH:5]=[CH:4][CH:3]=1.CCN(C(C)C)C(C)C.[N:39]1([C:46]([NH:48][C@@H:49]([CH2:53][CH:54]([CH3:56])[CH3:55])[C:50](O)=[O:51])=[O:47])[CH2:45][CH2:44][CH2:43][CH2:42][CH2:41][CH2:40]1.CN(C(ON1N=NC2C=CC=CC1=2)=[N+](C)C)C.F[P-](F)(F)(F)(F)F. The catalyst is CN(C=O)C.CCOC(C)=O. The product is [CH2:1]([O:8][C:9](=[O:10])[NH:11][C:12]1[CH:17]=[CH:16][C:15]([N:18]([CH:19]2[CH2:24][CH2:23][N:22]([C:50](=[O:51])[C@@H:49]([NH:48][C:46]([N:39]3[CH2:45][CH2:44][CH2:43][CH2:42][CH2:41][CH2:40]3)=[O:47])[CH2:53][CH:54]([CH3:56])[CH3:55])[CH2:21][CH2:20]2)[CH2:25][CH:26]=[C:27]([CH3:29])[CH3:28])=[CH:14][CH:13]=1)[C:2]1[CH:3]=[CH:4][CH:5]=[CH:6][CH:7]=1. The yield is 0.930. (4) The reactants are [C:1]1([N:7]2[C:11]([SH:12])=[N:10][N:9]=[N:8]2)[CH:6]=[CH:5][CH:4]=[CH:3][CH:2]=1.[OH-:13].[K+].[C:15]([O:19][C:20]([N:22]1[CH2:26][CH2:25][CH:24]([CH2:27]I)[CH2:23]1)=[O:21])([CH3:18])([CH3:17])[CH3:16].[OH:29]O. The catalyst is CCO.[NH4+].[NH4+].[O-][Mo]([O-])(=O)=O.O. The product is [C:15]([O:19][C:20]([N:22]1[CH2:26][CH2:25][CH:24]([CH2:27][S:12]([C:11]2[N:7]([C:1]3[CH:2]=[CH:3][CH:4]=[CH:5][CH:6]=3)[N:8]=[N:9][N:10]=2)(=[O:29])=[O:13])[CH2:23]1)=[O:21])([CH3:18])([CH3:17])[CH3:16]. The yield is 0.850.